From a dataset of Reaction yield outcomes from USPTO patents with 853,638 reactions. Predict the reaction yield, written as a fraction of the theoretical maximum amount of product (1.0 means a 100% yield; for example, 0.34 means a 34% yield). (1) The reactants are [Si]([O:8][C@@H:9]1[CH2:22][C@@H:12]2[O:13][C:14](=[O:21])[CH2:15][CH2:16][CH2:17][CH:18]=[CH:19][CH2:20][C@@H:11]2[C@H:10]1/[CH:23]=[CH:24]/[C@@H:25]([O:38][Si](CC)(CC)CC)[CH2:26][O:27][C:28]1[CH:33]=[CH:32][CH:31]=[C:30]([C:34]([F:37])([F:36])[F:35])[CH:29]=1)(C(C)(C)C)(C)C.CCCC[N+](CCCC)(CCCC)CCCC.[F-]. No catalyst specified. The product is [OH:8][C@@H:9]1[CH2:22][C@@H:12]2[O:13][C:14](=[O:21])[CH2:15][CH2:16][CH2:17][CH:18]=[CH:19][CH2:20][C@@H:11]2[C@H:10]1/[CH:23]=[CH:24]/[C@@H:25]([OH:38])[CH2:26][O:27][C:28]1[CH:33]=[CH:32][CH:31]=[C:30]([C:34]([F:37])([F:35])[F:36])[CH:29]=1. The yield is 0.800. (2) The reactants are Br[C:2]1[NH:3][C:4]2[C:9]([C:10]=1[CH:11]1[CH2:16][CH2:15][CH2:14][CH2:13][CH2:12]1)=[CH:8][CH:7]=[C:6]([C:17]([O:19][CH3:20])=[O:18])[CH:5]=2.[C:21]([O:25][C:26]([N:28]1[CH:32]=[CH:31][CH:30]=[C:29]1B(O)O)=[O:27])([CH3:24])([CH3:23])[CH3:22].C(=O)([O-])[O-].[Na+].[Na+].[Cl-].[Li+]. The catalyst is C(COC)OC.O.C1C=CC([P]([Pd]([P](C2C=CC=CC=2)(C2C=CC=CC=2)C2C=CC=CC=2)([P](C2C=CC=CC=2)(C2C=CC=CC=2)C2C=CC=CC=2)[P](C2C=CC=CC=2)(C2C=CC=CC=2)C2C=CC=CC=2)(C2C=CC=CC=2)C2C=CC=CC=2)=CC=1. The product is [C:21]([O:25][C:26]([N:28]1[CH:32]=[CH:31][CH:30]=[C:29]1[C:2]1[NH:3][C:4]2[C:9]([C:10]=1[CH:11]1[CH2:16][CH2:15][CH2:14][CH2:13][CH2:12]1)=[CH:8][CH:7]=[C:6]([C:17]([O:19][CH3:20])=[O:18])[CH:5]=2)=[O:27])([CH3:24])([CH3:22])[CH3:23]. The yield is 0.640. (3) The reactants are [CH2:1]([O:8][C:9]1[C:14](I)=[CH:13][N:12]=[C:11]([N:16]2[CH2:21][CH2:20][N:19]([CH3:22])[CH2:18][CH2:17]2)[N:10]=1)[C:2]1[CH:7]=[CH:6][CH:5]=[CH:4][CH:3]=1.[NH2:23][C:24]1[CH:25]=[C:26]([SH:30])[CH:27]=[CH:28][CH:29]=1.CC1C=CC2C=CC3C=CC(C)=NC=3C=2N=1.C(=O)([O-])[O-].[K+].[K+]. The catalyst is CN(C=O)C.[Cu](I)I. The product is [CH2:1]([O:8][C:9]1[C:14]([S:30][C:26]2[CH:25]=[C:24]([CH:29]=[CH:28][CH:27]=2)[NH2:23])=[CH:13][N:12]=[C:11]([N:16]2[CH2:21][CH2:20][N:19]([CH3:22])[CH2:18][CH2:17]2)[N:10]=1)[C:2]1[CH:7]=[CH:6][CH:5]=[CH:4][CH:3]=1. The yield is 0.770. (4) The reactants are [Br:1][C:2]1[N:7]=[CH:6][C:5]([CH:8]=O)=[CH:4][CH:3]=1.[C:10]([CH:15]=P(C1C=CC=CC=1)(C1C=CC=CC=1)C1C=CC=CC=1)([O:12][CH2:13][CH3:14])=[O:11]. The catalyst is C1(C)C=CC=CC=1. The product is [Br:1][C:2]1[N:7]=[CH:6][C:5](/[CH:8]=[CH:15]/[C:10]([O:12][CH2:13][CH3:14])=[O:11])=[CH:4][CH:3]=1. The yield is 0.970. (5) The reactants are C1C(=O)N([Br:8])C(=O)C1.[Br:9][C:10]1[N:15]=[C:14]([NH2:16])[CH:13]=[CH:12][CH:11]=1. The catalyst is CC#N. The product is [Br:8][C:11]1[CH:12]=[CH:13][C:14]([NH2:16])=[N:15][C:10]=1[Br:9]. The yield is 0.820. (6) The reactants are [CH:1]([N:4]1[C:8]([C:9]2[N:10]=[C:11]3[C:17]4[CH:18]=[CH:19][C:20]([C:22]5[CH:23]=[N:24][N:25]([C:27]([CH3:32])([CH3:31])[C:28](O)=[O:29])[CH:26]=5)=[CH:21][C:16]=4[O:15][CH2:14][CH2:13][N:12]3[CH:33]=2)=[N:7][C:6]([CH3:34])=[N:5]1)([CH3:3])[CH3:2].[NH4+].[Cl-].CC[N:39](C(C)C)C(C)C.C(=O)(O)[O-].[Na+]. The catalyst is CN(C=O)C. The product is [CH:1]([N:4]1[C:8]([C:9]2[N:10]=[C:11]3[C:17]4[CH:18]=[CH:19][C:20]([C:22]5[CH:23]=[N:24][N:25]([C:27]([CH3:32])([CH3:31])[C:28]([NH2:39])=[O:29])[CH:26]=5)=[CH:21][C:16]=4[O:15][CH2:14][CH2:13][N:12]3[CH:33]=2)=[N:7][C:6]([CH3:34])=[N:5]1)([CH3:2])[CH3:3]. The yield is 0.820. (7) The product is [Br:21][C:8]([C:9]1[CH:10]=[CH:11][CH:12]=[CH:13][CH:14]=1)=[C:7]([C:15]1[CH:16]=[CH:17][CH:18]=[CH:19][CH:20]=1)[C:1]1[CH:2]=[CH:3][CH:4]=[CH:5][CH:6]=1. The catalyst is ClCCCl. The reactants are [C:1]1([C:7]([C:15]2[CH:20]=[CH:19][CH:18]=[CH:17][CH:16]=2)=[CH:8][C:9]2[CH:14]=[CH:13][CH:12]=[CH:11][CH:10]=2)[CH:6]=[CH:5][CH:4]=[CH:3][CH:2]=1.[Br:21]Br. The yield is 0.690. (8) The reactants are CCN=C=NCCCN(C)C.[NH2:12][C:13]1[CH:18]=[CH:17][CH:16]=[CH:15][C:14]=1[NH2:19].[C:20]1([C:26]2[CH:30]=[C:29]([C:31](O)=[O:32])[NH:28][N:27]=2)[CH:25]=[CH:24][CH:23]=[CH:22][CH:21]=1.C1C=CC2N(O)N=NC=2C=1. The catalyst is CN(C=O)C. The product is [NH2:12][C:13]1[CH:18]=[CH:17][CH:16]=[CH:15][C:14]=1[NH:19][C:31]([C:29]1[NH:28][N:27]=[C:26]([C:20]2[CH:21]=[CH:22][CH:23]=[CH:24][CH:25]=2)[CH:30]=1)=[O:32]. The yield is 0.380. (9) The reactants are [CH2:1]([O:3][C:4]([C:6]1[O:7][C:8]2[CH:15]=[CH:14][CH:13]=[C:12]([CH:16]=[CH2:17])[C:9]=2[C:10]=1[CH3:11])=[O:5])[CH3:2].B.C1C[O:22]CC1.O.C([O-])([O-])=O.C([O-])([O-])=O.OO.OO.OO.[Na+].[Na+].[Na+].[Na+]. The catalyst is C1COCC1. The product is [OH:22][CH2:17][CH2:16][C:12]1[C:9]2[C:10]([CH3:11])=[C:6]([C:4]([O:3][CH2:1][CH3:2])=[O:5])[O:7][C:8]=2[CH:15]=[CH:14][CH:13]=1. The yield is 0.540. (10) The reactants are [OH:1][CH2:2][CH2:3][N:4]1[CH2:9][CH2:8][S:7][CH2:6][CH2:5]1.N(C(N1CCCCC1)=O)=NC(N1CCCCC1)=O.[Cl:28][C:29]1[CH:48]=[CH:47][C:32]([NH:33][C:34]2[C:43]3[C:38](=[CH:39][C:40](O)=[C:41]([O:44][CH3:45])[CH:42]=3)[N:37]=[CH:36][N:35]=2)=[C:31]([F:49])[CH:30]=1.C(P(CCCC)CCCC)CCC. The catalyst is C(Cl)Cl.CCOCC. The product is [Cl:28][C:29]1[CH:48]=[CH:47][C:32]([NH:33][C:34]2[C:43]3[C:38](=[CH:39][C:40]([O:1][CH2:2][CH2:3][N:4]4[CH2:9][CH2:8][S:7][CH2:6][CH2:5]4)=[C:41]([O:44][CH3:45])[CH:42]=3)[N:37]=[CH:36][N:35]=2)=[C:31]([F:49])[CH:30]=1. The yield is 0.220.